From a dataset of Catalyst prediction with 721,799 reactions and 888 catalyst types from USPTO. Predict which catalyst facilitates the given reaction. (1) Reactant: Br[C:2]1[CH:9]=[C:6]([CH:7]=[O:8])[C:5]([OH:10])=[CH:4][CH:3]=1.[CH:11]1[C:20]2[C:15](=[CH:16][CH:17]=[CH:18][CH:19]=2)[CH:14]=[CH:13][C:12]=1B(O)O.C([O-])([O-])=O.[K+].[K+]. Product: [CH:19]1[C:20]2[C:15](=[CH:14][CH:13]=[CH:12][CH:11]=2)[CH:16]=[CH:17][C:18]=1[C:2]1[CH:9]=[C:6]([CH:7]=[O:8])[C:5]([OH:10])=[CH:4][CH:3]=1. The catalyst class is: 109. (2) Reactant: [F:1][C:2]([F:17])([F:16])[C:3]1[CH:15]=[CH:14][C:6]([CH2:7][N:8]2[CH2:13][CH2:12][NH:11][CH2:10][CH2:9]2)=[CH:5][CH:4]=1.[O:18]=[C:19]1[C:24]([C:31]2[CH:36]=[CH:35][CH:34]=[CH:33][CH:32]=2)([C:25]2[CH:30]=[CH:29][CH:28]=[CH:27][CH:26]=2)[CH2:23][CH2:22][CH2:21][N:20]1[CH2:37][C:38](O)=[O:39].Cl.C(N=C=NCCCN(C)C)C. Product: [O:39]=[C:38]([N:11]1[CH2:12][CH2:13][N:8]([CH2:7][C:6]2[CH:14]=[CH:15][C:3]([C:2]([F:1])([F:16])[F:17])=[CH:4][CH:5]=2)[CH2:9][CH2:10]1)[CH2:37][N:20]1[CH2:21][CH2:22][CH2:23][C:24]([C:31]2[CH:36]=[CH:35][CH:34]=[CH:33][CH:32]=2)([C:25]2[CH:30]=[CH:29][CH:28]=[CH:27][CH:26]=2)[C:19]1=[O:18]. The catalyst class is: 4. (3) Reactant: [NH2:1][C:2]1[C:7]([CH3:8])=[CH:6][CH:5]=[CH:4][C:3]=1[OH:9].[C:10](N1C=CN=C1)(N1C=CN=C1)=[O:11]. Product: [CH3:8][C:7]1[C:2]2[NH:1][C:10](=[O:11])[O:9][C:3]=2[CH:4]=[CH:5][CH:6]=1. The catalyst class is: 10. (4) Reactant: Cl[C:2]1[C:3](=[O:18])[NH:4][C:5]2[C:10]([N:11]=1)=[CH:9][C:8]([C:12]([O:14][CH3:15])=[O:13])=[C:7]([O:16][CH3:17])[CH:6]=2.C[CH2:20][N:21](C(C)C)[CH:22]([CH3:24])[CH3:23].CNC(C)C. Product: [CH:22]([N:21]([CH3:20])[C:2]1[C:3](=[O:18])[NH:4][C:5]2[C:10]([N:11]=1)=[CH:9][C:8]([C:12]([O:14][CH3:15])=[O:13])=[C:7]([O:16][CH3:17])[CH:6]=2)([CH3:24])[CH3:23]. The catalyst class is: 16.